This data is from Catalyst prediction with 721,799 reactions and 888 catalyst types from USPTO. The task is: Predict which catalyst facilitates the given reaction. (1) Reactant: [N:1]1([C:6]2[CH:11]=[CH:10][C:9]([CH2:12][C:13]([OH:15])=O)=[CH:8][CH:7]=2)[CH:5]=[N:4][N:3]=[N:2]1.[C:16](Cl)(=O)[C:17](Cl)=O.CN(C=O)C.[Cl-].[Al+3].[Cl-].[Cl-]. Product: [N:1]1([C:6]2[CH:7]=[C:8]3[C:9](=[CH:10][CH:11]=2)[CH2:12][C:13](=[O:15])[CH2:17][CH2:16]3)[CH:5]=[N:4][N:3]=[N:2]1. The catalyst class is: 2. (2) The catalyst class is: 24. Product: [CH3:1][C:2]1([CH3:16])[CH2:7][CH2:6][C:5]([CH3:8])([CH3:9])[C:4](/[CH:10]=[CH:11]/[C:12]([OH:14])=[O:13])=[CH:3]1. Reactant: [CH3:1][C:2]1([CH3:16])[CH2:7][CH2:6][C:5]([CH3:9])([CH3:8])[C:4](/[CH:10]=[CH:11]/[C:12]([O:14]C)=[O:13])=[CH:3]1.[OH-].[Na+].